Dataset: Forward reaction prediction with 1.9M reactions from USPTO patents (1976-2016). Task: Predict the product of the given reaction. (1) Given the reactants [CH2:1]([C:4]1[C:8]([CH2:9][CH2:10][CH2:11][CH2:12][OH:13])=[CH:7][N:6]([C:14]2[CH:19]=[CH:18][C:17]([C:20]([F:23])([F:22])[F:21])=[CH:16][N:15]=2)[N:5]=1)[CH2:2][CH3:3].O[C:25]1[C:30]([O:31][CH3:32])=[CH:29][CH:28]=[CH:27][C:26]=1[CH2:33][C:34]([O:36]C)=[O:35].C(P(CCCC)CCCC)CCC.N(C(N1CCCCC1)=O)=NC(N1CCCCC1)=O, predict the reaction product. The product is: [CH3:32][O:31][C:30]1[C:25]([O:13][CH2:12][CH2:11][CH2:10][CH2:9][C:8]2[C:4]([CH2:1][CH2:2][CH3:3])=[N:5][N:6]([C:14]3[CH:19]=[CH:18][C:17]([C:20]([F:22])([F:21])[F:23])=[CH:16][N:15]=3)[CH:7]=2)=[C:26]([CH2:33][C:34]([OH:36])=[O:35])[CH:27]=[CH:28][CH:29]=1. (2) Given the reactants [F:1][C:2]1[CH:3]=[C:4]([C:8]2[N:9]=[C:10]([C:17]3[C:18]([CH3:26])=[N:19][N:20]4[CH:25]=[CH:24][CH:23]=[CH:22][C:21]=34)[S:11][C:12]=2[C:13]([O:15]C)=[O:14])[CH:5]=[CH:6][CH:7]=1.O1CCCC1.[OH-].[Na+].Cl, predict the reaction product. The product is: [F:1][C:2]1[CH:3]=[C:4]([C:8]2[N:9]=[C:10]([C:17]3[C:18]([CH3:26])=[N:19][N:20]4[CH:25]=[CH:24][CH:23]=[CH:22][C:21]=34)[S:11][C:12]=2[C:13]([OH:15])=[O:14])[CH:5]=[CH:6][CH:7]=1. (3) Given the reactants [CH3:1][C@@:2]12[C:10](=[O:11])[CH2:9][CH2:8][C@H:7]1[C@@H:6]1[CH2:12][CH:13]=[C:14]3[CH2:19][C@@H:18]([OH:20])[CH2:17][CH2:16][C@:15]3([CH3:21])[C@H:5]1[CH2:4][CH2:3]2.N1C=CC=CC=1.[C:28](OC(=O)C)(=[O:30])[CH3:29], predict the reaction product. The product is: [CH3:29][C:28]([O:20][C@@H:18]1[CH2:19][C:14]2[C@@:15]([CH3:21])([C@@H:5]3[C@@H:6]([CH2:12][CH:13]=2)[C@@H:7]2[CH2:8][CH2:9][C:10](=[O:11])[C@@:2]2([CH3:1])[CH2:3][CH2:4]3)[CH2:16][CH2:17]1)=[O:30]. (4) Given the reactants Cl.[NH2:2]N.[F:4][C:5]1[CH:24]=[CH:23][C:8]([CH2:9][CH:10]([C:20](=O)[CH3:21])[C:11](=[N:17]OC)[C:12]([O:14][CH2:15][CH3:16])=[O:13])=[CH:7][CH:6]=1, predict the reaction product. The product is: [F:4][C:5]1[CH:24]=[CH:23][C:8]([CH2:9][C:10]2[C:20]([CH3:21])=[N:2][NH:17][C:11]=2[C:12]([O:14][CH2:15][CH3:16])=[O:13])=[CH:7][CH:6]=1. (5) Given the reactants CCCC[N+](CCCC)(CCCC)CCCC.[F-].[Si]([O:26][C@H:27]1[CH2:36][C@@H:35]2[N:30]([C:31](=[O:52])/[C:32](=[CH:37]/[C:38]3[CH:43]=[CH:42][C:41]([N:44]4[CH:48]=[C:47]([CH3:49])[N:46]=[CH:45]4)=[C:40]([O:50][CH3:51])[CH:39]=3)/[CH2:33][CH2:34]2)[C@H:29]([C:53]2[CH:58]=[CH:57][C:56]([F:59])=[CH:55][CH:54]=2)[CH2:28]1)(C(C)(C)C)(C)C.[Cl-].[NH4+].C(OCC)(=O)C, predict the reaction product. The product is: [F:59][C:56]1[CH:57]=[CH:58][C:53]([C@@H:29]2[CH2:28][C@@H:27]([OH:26])[CH2:36][C@@H:35]3[N:30]2[C:31](=[O:52])/[C:32](=[CH:37]/[C:38]2[CH:43]=[CH:42][C:41]([N:44]4[CH:48]=[C:47]([CH3:49])[N:46]=[CH:45]4)=[C:40]([O:50][CH3:51])[CH:39]=2)/[CH2:33][CH2:34]3)=[CH:54][CH:55]=1. (6) Given the reactants [CH2:1]([O:3][C:4]1[CH:5]=[C:6](/[CH:13]=[CH:14]/[C:15]([O:17]C)=[O:16])[CH:7]=[CH:8][C:9]=1[O:10][CH2:11][CH3:12])[CH3:2].[OH-].[K+].O, predict the reaction product. The product is: [CH2:1]([O:3][C:4]1[CH:5]=[C:6](/[CH:13]=[CH:14]/[C:15]([OH:17])=[O:16])[CH:7]=[CH:8][C:9]=1[O:10][CH2:11][CH3:12])[CH3:2]. (7) Given the reactants [NH2:1][CH2:2][CH2:3][C:4]1[CH:11]=[CH:10][C:8]([OH:9])=[C:6]([OH:7])[CH:5]=1.C1C([C@@H](O)CN)=CC(O)=[C:14]([OH:23])C=1.CNC[C@H](O)C1C=CC(O)=C([OH:34])C=1, predict the reaction product. The product is: [O:34]=[C:14]([C@H:2]([CH2:3][C:4]1[CH:5]=[C:6]([OH:7])[C:8]([OH:9])=[CH:10][CH:11]=1)[NH2:1])[OH:23]. (8) Given the reactants Cl[C:2]1[CH:3]=[CH:4][C:5]([N+:9]([O-:11])=[O:10])=[C:6]([CH:8]=1)[NH2:7].[Cl:12][C:13]1[CH:18]=[CH:17][CH:16]=[CH:15][C:14]=1[C:19]1[C:20]([C:24]#[N:25])=[CH:21][NH:22][CH:23]=1.[H-].[Na+], predict the reaction product. The product is: [NH2:7][C:6]1[CH:8]=[C:2]([N:22]2[CH:23]=[C:19]([C:14]3[CH:15]=[CH:16][CH:17]=[CH:18][C:13]=3[Cl:12])[C:20]([C:24]#[N:25])=[CH:21]2)[CH:3]=[CH:4][C:5]=1[N+:9]([O-:11])=[O:10]. (9) Given the reactants [Cl:1][C:2]1[C:24]([CH3:25])=[CH:23][C:5]([O:6][CH2:7][CH2:8][CH2:9][C:10]2[C:18]3[C:13](=[CH:14][CH:15]=[CH:16][CH:17]=3)[NH:12][C:11]=2[C:19]([F:22])([F:21])[F:20])=[CH:4][C:3]=1[CH3:26].[C:27]([O:31]CC)(=[O:30])[CH:28]=[CH2:29], predict the reaction product. The product is: [Cl:1][C:2]1[C:3]([CH3:26])=[CH:4][C:5]([O:6][CH2:7][CH2:8][CH2:9][C:10]2[C:18]3[C:13](=[CH:14][CH:15]=[CH:16][CH:17]=3)[N:12]([CH2:29][CH2:28][C:27]([OH:31])=[O:30])[C:11]=2[C:19]([F:22])([F:20])[F:21])=[CH:23][C:24]=1[CH3:25].